This data is from Full USPTO retrosynthesis dataset with 1.9M reactions from patents (1976-2016). The task is: Predict the reactants needed to synthesize the given product. (1) Given the product [CH3:1][O:2][C:3]([C:5]1[C:10]([NH:11][C:12]2[CH:17]=[CH:16][CH:15]=[CH:14][C:13]=2[F:18])=[C:9]([F:19])[C:8]([Cl:20])=[C:7]([C:27]#[C:26][Si:22]([CH3:25])([CH3:24])[CH3:23])[N:6]=1)=[O:4], predict the reactants needed to synthesize it. The reactants are: [CH3:1][O:2][C:3]([C:5]1[C:10]([NH:11][C:12]2[CH:17]=[CH:16][CH:15]=[CH:14][C:13]=2[F:18])=[C:9]([F:19])[C:8]([Cl:20])=[C:7](Cl)[N:6]=1)=[O:4].[Si:22]([C:26]#[CH:27])([CH3:25])([CH3:24])[CH3:23].N(C(C)C)C(C)C. (2) The reactants are: [N:1]1([NH:7][C:8]([C:10]2[N:11]=[C:12]([C:23]3[CH:28]=[CH:27][C:26]([Cl:29])=[CH:25][C:24]=3[Cl:30])[N:13]([C:16]3[CH:21]=[CH:20][C:19]([OH:22])=[CH:18][CH:17]=3)[C:14]=2[CH3:15])=[O:9])[CH2:6][CH2:5][CH2:4][CH2:3][CH2:2]1.C(N(CC)CC)C.[CH2:38]([S:42](Cl)(=[O:44])=[O:43])[CH2:39][CH2:40][CH3:41].O. Given the product [Cl:30][C:24]1[CH:25]=[C:26]([Cl:29])[CH:27]=[CH:28][C:23]=1[C:12]1[N:13]([C:16]2[CH:17]=[CH:18][C:19]([O:22][S:42]([CH2:38][CH2:39][CH2:40][CH3:41])(=[O:44])=[O:43])=[CH:20][CH:21]=2)[C:14]([CH3:15])=[C:10]([C:8](=[O:9])[NH:7][N:1]2[CH2:6][CH2:5][CH2:4][CH2:3][CH2:2]2)[N:11]=1, predict the reactants needed to synthesize it. (3) Given the product [C:12]([C:8]1[CH:9]=[C:10]2[C:5](=[CH:6][CH:7]=1)[NH:4][CH2:3][C@@H:2]([NH:1][S:29]([C:23]1[CH:28]=[CH:27][CH:26]=[CH:25][CH:24]=1)(=[O:31])=[O:30])[CH2:11]2)#[N:13], predict the reactants needed to synthesize it. The reactants are: [NH2:1][C@H:2]1[CH2:11][C:10]2[C:5](=[CH:6][CH:7]=[C:8]([C:12]#[N:13])[CH:9]=2)[NH:4][CH2:3]1.CCN(C(C)C)C(C)C.[C:23]1([S:29](Cl)(=[O:31])=[O:30])[CH:28]=[CH:27][CH:26]=[CH:25][CH:24]=1.